The task is: Regression. Given a peptide amino acid sequence and an MHC pseudo amino acid sequence, predict their binding affinity value. This is MHC class I binding data.. This data is from Peptide-MHC class I binding affinity with 185,985 pairs from IEDB/IMGT. (1) The MHC is HLA-A03:01 with pseudo-sequence HLA-A03:01. The binding affinity (normalized) is 0.329. The peptide sequence is AFHTPAFDK. (2) The peptide sequence is KVCRTLLAK. The MHC is HLA-A24:02 with pseudo-sequence HLA-A24:02. The binding affinity (normalized) is 0.0847. (3) The peptide sequence is ISRVNDLNR. The MHC is HLA-A68:01 with pseudo-sequence HLA-A68:01. The binding affinity (normalized) is 0.582. (4) The binding affinity (normalized) is 0.890. The MHC is HLA-A02:03 with pseudo-sequence HLA-A02:03. The peptide sequence is FLAHYIGTSL. (5) The peptide sequence is LLLAILGPL. The MHC is HLA-B51:01 with pseudo-sequence HLA-B51:01. The binding affinity (normalized) is 0.123. (6) The peptide sequence is NTKSDNIINI. The MHC is HLA-A02:06 with pseudo-sequence HLA-A02:06. The binding affinity (normalized) is 0. (7) The binding affinity (normalized) is 0.0847. The MHC is HLA-A03:01 with pseudo-sequence HLA-A03:01. The peptide sequence is GLKISLCGI.